This data is from Forward reaction prediction with 1.9M reactions from USPTO patents (1976-2016). The task is: Predict the product of the given reaction. (1) Given the reactants [OH:1][C:2]1[C:9]([O:10][CH3:11])=[CH:8][C:5]([CH:6]=[O:7])=[CH:4][C:3]=1[O:12][CH3:13].C([O-])([O-])=O.[Cs+].[Cs+].Br[CH2:21][CH2:22][C:23]1[CH:28]=[CH:27][CH:26]=[CH:25][CH:24]=1.O, predict the reaction product. The product is: [CH3:13][O:12][C:3]1[CH:4]=[C:5]([CH:8]=[C:9]([O:10][CH3:11])[C:2]=1[O:1][CH2:21][CH2:22][C:23]1[CH:28]=[CH:27][CH:26]=[CH:25][CH:24]=1)[CH:6]=[O:7]. (2) Given the reactants [CH2:1]([O:3][C:4](=[O:15])[C:5]1[CH:10]=[CH:9][C:8](Br)=[C:7]([CH2:12][O:13][CH3:14])[CH:6]=1)[CH3:2].C(=O)([O-])[O-].[Na+].[Na+].B([C:25]1[CH:29]=[C:28]([CH3:30])[S:27][C:26]=1[S:31]([N:34]([C:41]1[C:45]([CH3:46])=[C:44]([CH3:47])[O:43][N:42]=1)[CH2:35][O:36][CH2:37][CH2:38][O:39][CH3:40])(=[O:33])=[O:32])(O)O, predict the reaction product. The product is: [CH2:1]([O:3][C:4](=[O:15])[C:5]1[CH:10]=[CH:9][C:8]([C:25]2[CH:29]=[C:28]([CH3:30])[S:27][C:26]=2[S:31](=[O:32])(=[O:33])[N:34]([C:41]2[C:45]([CH3:46])=[C:44]([CH3:47])[O:43][N:42]=2)[CH2:35][O:36][CH2:37][CH2:38][O:39][CH3:40])=[C:7]([CH2:12][O:13][CH3:14])[CH:6]=1)[CH3:2]. (3) Given the reactants [C:1]1([C:7]2[C:11]([C:12]([F:15])([F:14])[F:13])=[C:10]([C:16]3(O)[O:20][N:19]=[C:18]4[C:21]5[C:26]([CH2:27][CH2:28][CH:17]34)=[CH:25][C:24]([CH:29]=[CH2:30])=[CH:23][CH:22]=5)[O:9][N:8]=2)[CH:6]=[CH:5][CH:4]=[CH:3][CH:2]=1.S(Cl)(Cl)=O.N1C=CC=CC=1, predict the reaction product. The product is: [C:1]1([C:7]2[C:11]([C:12]([F:13])([F:14])[F:15])=[C:10]([C:16]3[O:20][N:19]=[C:18]4[C:21]5[C:26]([CH2:27][CH2:28][C:17]=34)=[CH:25][C:24]([CH:29]=[CH2:30])=[CH:23][CH:22]=5)[O:9][N:8]=2)[CH:2]=[CH:3][CH:4]=[CH:5][CH:6]=1. (4) The product is: [CH:8]1([C:5]2[CH:6]=[CH:7][C:2]([B:16]([OH:21])[OH:17])=[CH:3][CH:4]=2)[CH2:10][CH2:9]1. Given the reactants Br[C:2]1[CH:7]=[CH:6][C:5]([CH:8]2[CH2:10][CH2:9]2)=[CH:4][CH:3]=1.[Li]CCCC.[B:16](OC(C)C)([O:21]C(C)C)[O:17]C(C)C, predict the reaction product. (5) Given the reactants Cl[C:2]1[C:7]([C:8]([O:10][CH2:11][CH3:12])=[O:9])=[C:6]([C:13]([O:15][CH2:16][CH3:17])=[O:14])[CH:5]=[CH:4][N:3]=1.[CH2:18]([O:25][NH2:26])[C:19]1[CH:24]=[CH:23][CH:22]=[CH:21][CH:20]=1, predict the reaction product. The product is: [CH2:18]([O:25][NH:26][C:2]1[C:7]([C:8]([O:10][CH2:11][CH3:12])=[O:9])=[C:6]([C:13]([O:15][CH2:16][CH3:17])=[O:14])[CH:5]=[CH:4][N:3]=1)[C:19]1[CH:24]=[CH:23][CH:22]=[CH:21][CH:20]=1. (6) Given the reactants CS(O[CH2:6][CH2:7][CH:8]([CH3:12])[CH2:9][C:10]#[CH:11])(=O)=O.[F:13][C:14]([F:24])([F:23])[CH2:15][CH2:16][S:17]([CH2:20][C:21]#[N:22])(=[O:19])=[O:18].[H-].[Na+].Cl, predict the reaction product. The product is: [CH3:12][CH:8]([CH2:9][C:10]#[CH:11])[CH2:7][CH2:6][CH:20]([S:17]([CH2:16][CH2:15][C:14]([F:13])([F:23])[F:24])(=[O:18])=[O:19])[C:21]#[N:22]. (7) The product is: [Cl:1][C:2]1[CH:3]=[N:4][C:5]([N:24]2[CH2:28][CH2:27][CH:26]([O:29][C:30]3[CH:31]=[CH:32][C:33]([C:36]([F:37])([F:39])[F:38])=[CH:34][CH:35]=3)[CH2:25]2)=[C:6]([CH:23]=1)[C:7]([NH:9][C:10]1([C:13]2[CH:14]=[CH:15][C:16]([C:17]([OH:19])=[O:18])=[CH:21][CH:22]=2)[CH2:12][CH2:11]1)=[O:8]. Given the reactants [Cl:1][C:2]1[CH:3]=[N:4][C:5]([N:24]2[CH2:28][CH2:27][CH:26]([O:29][C:30]3[CH:35]=[CH:34][C:33]([C:36]([F:39])([F:38])[F:37])=[CH:32][CH:31]=3)[CH2:25]2)=[C:6]([CH:23]=1)[C:7]([NH:9][C:10]1([C:13]2[CH:22]=[CH:21][C:16]([C:17]([O:19]C)=[O:18])=[CH:15][CH:14]=2)[CH2:12][CH2:11]1)=[O:8].O1CCOCC1.O.[OH-].[Li+], predict the reaction product. (8) Given the reactants FC(F)(F)C(O)=O.[NH2:8][C@H:9]([C:19]1[C:24]([C:25]2[CH:26]=[CH:27][C:28]([F:34])=[C:29]([CH:33]=2)[C:30]([NH2:32])=[O:31])=[CH:23][CH:22]=[CH:21][N:20]=1)[CH2:10][C:11]1[CH:16]=[C:15]([F:17])[CH:14]=[C:13]([F:18])[CH:12]=1.[CH3:35][C:36]1[N:37]([CH2:45][C:46](O)=[O:47])[C:38]2[C:43]([CH:44]=1)=[CH:42][CH:41]=[CH:40][CH:39]=2, predict the reaction product. The product is: [F:17][C:15]1[CH:16]=[C:11]([CH2:10][C@@H:9]([C:19]2[C:24]([C:25]3[CH:26]=[CH:27][C:28]([F:34])=[C:29]([CH:33]=3)[C:30]([NH2:32])=[O:31])=[CH:23][CH:22]=[CH:21][N:20]=2)[NH:8][C:46](=[O:47])[CH2:45][N:37]2[C:38]3[C:43](=[CH:42][CH:41]=[CH:40][CH:39]=3)[CH:44]=[C:36]2[CH3:35])[CH:12]=[C:13]([F:18])[CH:14]=1.